Dataset: Forward reaction prediction with 1.9M reactions from USPTO patents (1976-2016). Task: Predict the product of the given reaction. Given the reactants O.[OH-].[Li+].C([O:6][C:7]([C:9]1[CH:10]=[N:11][N:12]([C:14]2[NH:18][C:17]3[CH:19]=[C:20]([Cl:33])[C:21]([S:23](=[O:32])(=[O:31])[NH:24][C:25]4[CH:30]=[CH:29][CH:28]=[CH:27][CH:26]=4)=[CH:22][C:16]=3[N:15]=2)[CH:13]=1)=[O:8])C.C1COCC1, predict the reaction product. The product is: [Cl:33][C:20]1[C:21]([S:23](=[O:32])(=[O:31])[NH:24][C:25]2[CH:30]=[CH:29][CH:28]=[CH:27][CH:26]=2)=[CH:22][C:16]2[N:15]=[C:14]([N:12]3[CH:13]=[C:9]([C:7]([OH:8])=[O:6])[CH:10]=[N:11]3)[NH:18][C:17]=2[CH:19]=1.